Dataset: NCI-60 drug combinations with 297,098 pairs across 59 cell lines. Task: Regression. Given two drug SMILES strings and cell line genomic features, predict the synergy score measuring deviation from expected non-interaction effect. (1) Drug 1: CN1CCC(CC1)COC2=C(C=C3C(=C2)N=CN=C3NC4=C(C=C(C=C4)Br)F)OC. Drug 2: CC(C)CN1C=NC2=C1C3=CC=CC=C3N=C2N. Cell line: COLO 205. Synergy scores: CSS=7.92, Synergy_ZIP=4.42, Synergy_Bliss=9.45, Synergy_Loewe=2.22, Synergy_HSA=1.68. (2) Drug 1: C1CCC(C1)C(CC#N)N2C=C(C=N2)C3=C4C=CNC4=NC=N3. Drug 2: C1C(C(OC1N2C=NC(=NC2=O)N)CO)O. Cell line: MOLT-4. Synergy scores: CSS=61.9, Synergy_ZIP=-2.75, Synergy_Bliss=-3.49, Synergy_Loewe=-34.6, Synergy_HSA=-1.73. (3) Drug 1: CC1C(C(CC(O1)OC2CC(CC3=C2C(=C4C(=C3O)C(=O)C5=C(C4=O)C(=CC=C5)OC)O)(C(=O)C)O)N)O.Cl. Drug 2: C1=NC2=C(N1)C(=S)N=CN2. Cell line: SN12C. Synergy scores: CSS=14.6, Synergy_ZIP=-10.7, Synergy_Bliss=-12.0, Synergy_Loewe=-11.5, Synergy_HSA=-10.1. (4) Drug 1: CC1C(C(=O)NC(C(=O)N2CCCC2C(=O)N(CC(=O)N(C(C(=O)O1)C(C)C)C)C)C(C)C)NC(=O)C3=C4C(=C(C=C3)C)OC5=C(C(=O)C(=C(C5=N4)C(=O)NC6C(OC(=O)C(N(C(=O)CN(C(=O)C7CCCN7C(=O)C(NC6=O)C(C)C)C)C)C(C)C)C)N)C. Drug 2: CN1C(=O)N2C=NC(=C2N=N1)C(=O)N. Cell line: UO-31. Synergy scores: CSS=6.72, Synergy_ZIP=2.44, Synergy_Bliss=-1.22, Synergy_Loewe=-1.19, Synergy_HSA=-1.09.